This data is from Reaction yield outcomes from USPTO patents with 853,638 reactions. The task is: Predict the reaction yield, written as a fraction of the theoretical maximum amount of product (1.0 means a 100% yield; for example, 0.34 means a 34% yield). (1) The reactants are [CH2:1]([O:3][C@H:4]([C:17]([O:19][CH2:20][CH3:21])=[O:18])[CH2:5][C:6]1[CH:16]=[CH:15][C:9]([O:10][CH2:11][C:12]([OH:14])=O)=[CH:8][CH:7]=1)[CH3:2].[CH2:22]([NH:29][CH2:30][C:31]1[N:32]([CH3:40])[C:33]2[C:38]([CH:39]=1)=[CH:37][CH:36]=[CH:35][CH:34]=2)[CH2:23][CH2:24][CH2:25][CH2:26][CH2:27][CH3:28].Cl.C(N=C=NCCCN(C)C)C. The catalyst is C(Cl)Cl.CN(C1C=CN=CC=1)C. The product is [CH2:1]([O:3][C@@H:4]([CH2:5][C:6]1[CH:7]=[CH:8][C:9]([O:10][CH2:11][C:12]([N:29]([CH2:22][CH2:23][CH2:24][CH2:25][CH2:26][CH2:27][CH3:28])[CH2:30][C:31]2[N:32]([CH3:40])[C:33]3[C:38]([CH:39]=2)=[CH:37][CH:36]=[CH:35][CH:34]=3)=[O:14])=[CH:15][CH:16]=1)[C:17]([O:19][CH2:20][CH3:21])=[O:18])[CH3:2]. The yield is 0.430. (2) The reactants are [C:1]([NH:4][C:5]1[N:10]=[CH:9][C:8]([N:11]([CH3:31])[C:12](=[O:30])[C:13]([C:16]2[CH:21]=[C:20]([C:22]([F:25])([F:24])[F:23])[CH:19]=[C:18]([C:26]([F:29])([F:28])[F:27])[CH:17]=2)([CH3:15])[CH3:14])=[C:7]([C:32]2[CH:37]=[CH:36][CH:35]=[CH:34][C:33]=2[CH3:38])[CH:6]=1)(=[O:3])[CH3:2].[CH3:39][Si](C)(C)[N-][Si](C)(C)C.[K+].CI. The catalyst is O1CCCC1. The product is [C:1]([N:4]([CH3:39])[C:5]1[N:10]=[CH:9][C:8]([N:11]([CH3:31])[C:12](=[O:30])[C:13]([C:16]2[CH:17]=[C:18]([C:26]([F:29])([F:28])[F:27])[CH:19]=[C:20]([C:22]([F:25])([F:23])[F:24])[CH:21]=2)([CH3:15])[CH3:14])=[C:7]([C:32]2[CH:37]=[CH:36][CH:35]=[CH:34][C:33]=2[CH3:38])[CH:6]=1)(=[O:3])[CH3:2]. The yield is 0.650. (3) The reactants are [F:1][C:2]([F:61])([F:60])[C:3]1[CH:4]=[C:5]([CH:53]=[C:54]([C:56]([F:59])([F:58])[F:57])[CH:55]=1)[C:6]([N:8]1[CH2:12][C@@:11]([CH2:20][CH2:21][N:22]2[CH2:27][CH2:26][C:25]3([C:35]4[C:30](=[CH:31][CH:32]=[CH:33][CH:34]=4)[CH2:29][C@@H:28]3[O:36][CH2:37][C:38]([N:40]([CH3:52])[CH2:41][CH2:42][CH2:43][CH2:44][CH2:45][CH2:46][C:47]([O:49]CC)=[O:48])=[O:39])[CH2:24][CH2:23]2)([C:13]2[CH:18]=[CH:17][C:16]([F:19])=[CH:15][CH:14]=2)[O:10][CH2:9]1)=[O:7].[OH-].[Na+].O.Cl. The catalyst is O1CCCC1.CO. The product is [C:47]([O-:49])(=[O:48])[CH3:46].[NH4+:8].[F:59][C:56]([F:57])([F:58])[C:54]1[CH:53]=[C:5]([CH:4]=[C:3]([C:2]([F:1])([F:61])[F:60])[CH:55]=1)[C:6]([N:8]1[CH2:12][C@@:11]([CH2:20][CH2:21][N:22]2[CH2:27][CH2:26][C:25]3([C:35]4[C:30](=[CH:31][CH:32]=[CH:33][CH:34]=4)[CH2:29][C@@H:28]3[O:36][CH2:37][C:38]([N:40]([CH3:52])[CH2:41][CH2:42][CH2:43][CH2:44][CH2:45][CH2:46][C:47]([OH:49])=[O:48])=[O:39])[CH2:24][CH2:23]2)([C:13]2[CH:18]=[CH:17][C:16]([F:19])=[CH:15][CH:14]=2)[O:10][CH2:9]1)=[O:7]. The yield is 0.00100.